From a dataset of Forward reaction prediction with 1.9M reactions from USPTO patents (1976-2016). Predict the product of the given reaction. (1) Given the reactants C1C(=O)N(Br)C(=O)C1.[Cl:9][C:10]1[N:15]=[C:14]([CH2:16][C:17]([C:19]2[CH:20]=[C:21]([NH:25][C:26](=[O:35])[C:27]3[CH:32]=[C:31]([F:33])[CH:30]=[CH:29][C:28]=3[F:34])[CH:22]=[CH:23][CH:24]=2)=O)[CH:13]=[CH:12][N:11]=1.[C:36]([NH2:39])(=[S:38])[CH3:37], predict the reaction product. The product is: [Cl:9][C:10]1[N:15]=[C:14]([C:16]2[S:38][C:36]([CH3:37])=[N:39][C:17]=2[C:19]2[CH:20]=[C:21]([NH:25][C:26](=[O:35])[C:27]3[CH:32]=[C:31]([F:33])[CH:30]=[CH:29][C:28]=3[F:34])[CH:22]=[CH:23][CH:24]=2)[CH:13]=[CH:12][N:11]=1. (2) Given the reactants [CH2:1]([C:5]1([CH2:35][CH2:36][CH2:37][CH3:38])[NH:11][CH:10]([C:12]2[CH:25]=[CH:24][C:15]([O:16][CH2:17][CH2:18][N:19]([CH2:22][CH3:23])[CH2:20][CH3:21])=[CH:14][CH:13]=2)[C:9]2[CH:26]=[C:27]([N:30]([CH3:32])[CH3:31])[CH:28]=[CH:29][C:8]=2[S:7](=[O:34])(=[O:33])[CH2:6]1)[CH2:2][CH2:3][CH3:4].[CH2:39]([I:41])[CH3:40], predict the reaction product. The product is: [I-:41].[CH2:1]([C:5]1([CH2:35][CH2:36][CH2:37][CH3:38])[NH:11][CH:10]([C:12]2[CH:13]=[CH:14][C:15]([O:16][CH2:17][CH2:18][N+:19]([CH2:39][CH3:40])([CH2:20][CH3:21])[CH2:22][CH3:23])=[CH:24][CH:25]=2)[C:9]2[CH:26]=[C:27]([N:30]([CH3:32])[CH3:31])[CH:28]=[CH:29][C:8]=2[S:7](=[O:34])(=[O:33])[CH2:6]1)[CH2:2][CH2:3][CH3:4]. (3) Given the reactants [C:1]([N:8]1[CH2:15][CH2:14][CH2:13][C@H:9]1[C:10]([OH:12])=O)([O:3][C:4]([CH3:7])([CH3:6])[CH3:5])=[O:2].[CH:16]([C:19]1[CH:23]=[C:22]([NH2:24])[O:21][N:20]=1)([CH3:18])[CH3:17].CN(C(ON1N=NC2C=CC=CC1=2)=[N+](C)C)C.F[P-](F)(F)(F)(F)F.C(N=P1(N(CC)CC)N(C)CCCN1C)(C)(C)C.Cl, predict the reaction product. The product is: [C:4]([O:3][C:1]([N:8]1[CH2:15][CH2:14][CH2:13][C@H:9]1[C:10](=[O:12])[NH:24][C:22]1[O:21][N:20]=[C:19]([CH:16]([CH3:18])[CH3:17])[CH:23]=1)=[O:2])([CH3:5])([CH3:6])[CH3:7]. (4) Given the reactants Br[C:2]1[CH:3]=[C:4]([C:8]2[CH:13]=[CH:12][CH:11]=[CH:10][N:9]=2)[CH:5]=[CH:6][CH:7]=1.CC(C)([O-])C.[Na+].[NH2:20][C:21]1[CH:26]=[CH:25][CH:24]=[CH:23][CH:22]=1.ClCCl, predict the reaction product. The product is: [C:21]1([NH:20][C:2]2[CH:7]=[CH:6][CH:5]=[C:4]([C:8]3[CH:13]=[CH:12][CH:11]=[CH:10][N:9]=3)[CH:3]=2)[CH:26]=[CH:25][CH:24]=[CH:23][CH:22]=1. (5) Given the reactants [CH3:1][O:2][C:3]1[CH:8]=[CH:7][C:6]([S:9](Cl)(=[O:11])=[O:10])=[CH:5][CH:4]=1.[CH2:13]1[C:18]2[NH:19][C:20]3[C:25]([C:17]=2[CH2:16][CH:15]([C:26]([NH2:28])=[O:27])[NH:14]1)=[CH:24][CH:23]=[CH:22][CH:21]=3.C(N(CC)CC)C.O, predict the reaction product. The product is: [CH3:1][O:2][C:3]1[CH:8]=[CH:7][C:6]([S:9]([N:14]2[CH:15]([C:26]([NH2:28])=[O:27])[CH2:16][C:17]3[C:25]4[C:20](=[CH:21][CH:22]=[CH:23][CH:24]=4)[NH:19][C:18]=3[CH2:13]2)(=[O:11])=[O:10])=[CH:5][CH:4]=1. (6) Given the reactants [CH3:1][C:2]1[CH:10]=[CH:9][C:5]([C:6]([OH:8])=O)=[CH:4][N:3]=1.C(Cl)(=O)C(Cl)=O.[F:17][C:18]1[CH:23]=[CH:22][C:21]([C:24]2[N:25]=[C:26]3[CH:31]=[CH:30][CH:29]=[N:28][N:27]3[C:32]=2[C:33]2[CH:38]=[CH:37][N:36]=[C:35]([NH2:39])[CH:34]=2)=[CH:20][C:19]=1[CH3:40].C(N(CC)CC)C.C(=O)([O-])O.[Na+], predict the reaction product. The product is: [F:17][C:18]1[CH:23]=[CH:22][C:21]([C:24]2[N:25]=[C:26]3[CH:31]=[CH:30][CH:29]=[N:28][N:27]3[C:32]=2[C:33]2[CH:38]=[CH:37][N:36]=[C:35]([NH:39][C:6](=[O:8])[C:5]3[CH:9]=[CH:10][C:2]([CH3:1])=[N:3][CH:4]=3)[CH:34]=2)=[CH:20][C:19]=1[CH3:40]. (7) Given the reactants [H-].[Na+].[N:3]1([C:10]2[C:19]3[C:14](=[CH:15][C:16]([CH2:20][OH:21])=[CH:17][CH:18]=3)[N:13]=[C:12]([CH3:22])[CH:11]=2)[CH2:9][CH2:8][CH2:7][CH2:6][CH2:5][CH2:4]1.Br[CH2:24][CH2:25][O:26][CH3:27], predict the reaction product. The product is: [N:3]1([C:10]2[C:19]3[C:14](=[CH:15][C:16]([CH2:20][O:21][CH2:24][CH2:25][O:26][CH3:27])=[CH:17][CH:18]=3)[N:13]=[C:12]([CH3:22])[CH:11]=2)[CH2:4][CH2:5][CH2:6][CH2:7][CH2:8][CH2:9]1.